Dataset: Catalyst prediction with 721,799 reactions and 888 catalyst types from USPTO. Task: Predict which catalyst facilitates the given reaction. (1) Reactant: [N:1]1[CH:6]=[CH:5][CH:4]=[N:3][C:2]=1[C:7]1[S:8][C:9]([C:16]([OH:18])=O)=[C:10]([C:12]([F:15])([F:14])[F:13])[N:11]=1.Cl[C:20]1[CH:25]=[CH:24][C:23]([CH:26]([N:29]2[CH2:34][CH2:33]C[CH2:31][CH2:30]2)[CH2:27][NH2:28])=[CH:22][CH:21]=1.F[P-](F)(F)(F)(F)F.[N:42]1(O[P+](N(C)C)(N(C)C)N(C)C)[C:46]2C=CC=CC=2N=N1.CCOC(C)=O. Product: [CH3:46][N:42]1[CH2:31][CH2:30][N:29]([C:26]2([CH2:27][NH:28][C:16]([C:9]3[S:8][C:7]([C:2]4[N:1]=[CH:6][CH:5]=[CH:4][N:3]=4)=[N:11][C:10]=3[C:12]([F:13])([F:14])[F:15])=[O:18])[CH2:22][CH2:21][CH2:20][CH2:25][CH2:24][CH2:23]2)[CH2:34][CH2:33]1. The catalyst class is: 47. (2) Reactant: O.[OH-].[Li+].[CH3:4][O:5][C:6]1[CH:11]=[CH:10][C:9]([C:12]2[N:17]=[C:16]([C:18]([O:20]C)=[O:19])[C:15]([C:22]#[C:23][Si](C)(C)C)=[CH:14][CH:13]=2)=[C:8]([CH3:28])[C:7]=1[CH:29]1[C:42]2[C:41](=[O:43])[CH2:40][C:39]([CH3:45])([CH3:44])[CH2:38][C:37]=2[O:36][C:35]2[CH2:34][C:33]([CH3:47])([CH3:46])[CH2:32][C:31](=[O:48])[C:30]1=2.Cl. Product: [C:22]([C:15]1[C:16]([C:18]([OH:20])=[O:19])=[N:17][C:12]([C:9]2[CH:10]=[CH:11][C:6]([O:5][CH3:4])=[C:7]([CH:29]3[C:30]4[C:31](=[O:48])[CH2:32][C:33]([CH3:46])([CH3:47])[CH2:34][C:35]=4[O:36][C:37]4[CH2:38][C:39]([CH3:44])([CH3:45])[CH2:40][C:41](=[O:43])[C:42]3=4)[C:8]=2[CH3:28])=[CH:13][CH:14]=1)#[CH:23]. The catalyst class is: 20. (3) Reactant: C([S:4][CH2:5][CH2:6][CH2:7][CH2:8][CH2:9][CH2:10][CH2:11][CH2:12][CH:13]([CH:19]([CH2:25][CH2:26][CH2:27][CH2:28][CH2:29][CH2:30][CH2:31][CH2:32][S:33]C(=O)C)[CH2:20][C:21](OC)=[O:22])[CH2:14][C:15](OC)=[O:16])(=O)C.C1COCC1.CC(C[AlH]CC(C)C)C. Product: [SH:4][CH2:5][CH2:6][CH2:7][CH2:8][CH2:9][CH2:10][CH2:11][CH2:12][CH:13]([CH:19]([CH2:25][CH2:26][CH2:27][CH2:28][CH2:29][CH2:30][CH2:31][CH2:32][SH:33])[CH2:20][CH2:21][OH:22])[CH2:14][CH2:15][OH:16]. The catalyst class is: 11. (4) The catalyst class is: 109. Reactant: Br[C:2]1[CH:8]=[CH:7][CH:6]=[C:5](Br)[C:3]=1[NH2:4].C([O-])([O-])=O.[Na+].[Na+].[F:16][C:17]([F:28])([F:27])[C:18]1[CH:23]=[CH:22][C:21](B(O)O)=[CH:20][CH:19]=1. Product: [F:16][C:17]([F:28])([F:27])[C:18]1[CH:23]=[CH:22][C:21]([C:2]2[CH:8]=[CH:7][CH:6]=[C:5]([C:21]3[CH:22]=[CH:23][C:18]([C:17]([F:28])([F:27])[F:16])=[CH:19][CH:20]=3)[C:3]=2[NH2:4])=[CH:20][CH:19]=1. (5) Reactant: [CH2:1]1[C:6]2[CH:7]=[CH:8][CH:9]=[CH:10][C:5]=2[CH2:4]S(=O)O1.[C:12]([O:21][CH2:22][CH3:23])(=[O:20])/[CH:13]=[CH:14]/[C:15]([O:17][CH2:18][CH3:19])=[O:16]. Product: [C:12]([C@H:13]1[C@H:14]([C:15]([O:17][CH2:18][CH3:19])=[O:16])[CH2:1][C:6]2[C:5](=[CH:10][CH:9]=[CH:8][CH:7]=2)[CH2:4]1)([O:21][CH2:22][CH3:23])=[O:20]. The catalyst class is: 11. (6) Reactant: [C:1]1([Mg]Br)[CH:6]=[CH:5][CH:4]=[CH:3][CH:2]=1.CCOCC.[F:14][C:15]1[C:20]([S:21]([C:23]2[C:28]([F:29])=[C:27]([F:30])[C:26]([F:31])=[C:25]([F:32])[C:24]=2[F:33])=O)=[C:19]([F:34])[C:18]([F:35])=[C:17]([F:36])[C:16]=1[F:37].[OH:38][S:39]([C:42]([F:45])([F:44])[F:43])(=[O:41])=[O:40]. Product: [O-:41][S:39]([C:42]([F:45])([F:44])[F:43])(=[O:40])=[O:38].[F:14][C:15]1[C:20]([S+:21]([C:23]2[C:28]([F:29])=[C:27]([F:30])[C:26]([F:31])=[C:25]([F:32])[C:24]=2[F:33])[C:1]2[CH:6]=[CH:5][CH:4]=[CH:3][CH:2]=2)=[C:19]([F:34])[C:18]([F:35])=[C:17]([F:36])[C:16]=1[F:37]. The catalyst class is: 48. (7) Reactant: FC(F)(F)S(O[C:7]1[CH:11]([C:12]2[CH:17]=[CH:16][C:15]([C:18]([CH3:21])([CH3:20])[CH3:19])=[CH:14][CH:13]=2)[CH:10]([C:22]2[CH:27]=[CH:26][C:25]([N:28]3[C:32]([CH3:33])=[CH:31][CH:30]=[C:29]3[CH3:34])=[CH:24][CH:23]=2)[CH2:9][CH:8]=1)(=O)=O.CC1(C)C(C)(C)OB([C:45]2[CH:50]=[CH:49][C:48]([NH:51][C:52](=[O:58])[O:53][C:54]([CH3:57])([CH3:56])[CH3:55])=[CH:47][CH:46]=2)O1.C([O-])([O-])=O.[K+].[K+].ClCCl. Product: [C:18]([C:15]1[CH:16]=[CH:17][C:12]([CH:11]2[C:7]([C:45]3[CH:46]=[CH:47][C:48]([NH:51][C:52](=[O:58])[O:53][C:54]([CH3:55])([CH3:56])[CH3:57])=[CH:49][CH:50]=3)=[CH:8][CH2:9][CH:10]2[C:22]2[CH:23]=[CH:24][C:25]([N:28]3[C:29]([CH3:34])=[CH:30][CH:31]=[C:32]3[CH3:33])=[CH:26][CH:27]=2)=[CH:13][CH:14]=1)([CH3:21])([CH3:20])[CH3:19]. The catalyst class is: 117. (8) Reactant: [Br:1][C:2]1[CH:3]=[C:4]2[C:9](Cl)=[C:8]([C:11]([NH2:13])=[O:12])[CH:7]=[N:6][N:5]2[CH:14]=1.[NH2:15][C@@H:16]([CH2:19][CH:20]([CH3:22])[CH3:21])[CH2:17][OH:18].C(N(C(C)C)CC)(C)C. Product: [Br:1][C:2]1[CH:3]=[C:4]2[C:9]([NH:15][C@@H:16]([CH2:19][CH:20]([CH3:22])[CH3:21])[CH2:17][OH:18])=[C:8]([C:11]([NH2:13])=[O:12])[CH:7]=[N:6][N:5]2[CH:14]=1. The catalyst class is: 44. (9) Reactant: [CH3:1][C:2]([CH3:13])([CH3:12])[C:3]([NH:5][C:6]1[S:7][C:8]([CH3:11])=[CH:9][N:10]=1)=[O:4].ClC1C=C2C(N=CC=C2)=C2C=1C=CC=N2.C(=O)([O-])[O-].[Cs+].[Cs+].Br[C:36]1[S:37][C:38]([CH3:41])=[CH:39][CH:40]=1.[OH-].[NH4+].O. Product: [CH3:1][C:2]([CH3:13])([CH3:12])[C:3](/[N:5]=[C:6]1\[S:7][C:8]([CH3:11])=[CH:9][N:10]\1[C:36]1[S:37][C:38]([CH3:41])=[CH:39][CH:40]=1)=[O:4]. The catalyst class is: 60. (10) Reactant: [CH3:1][C:2]([CH3:22])([C@H:5]([C:12]1[CH:13]=[C:14]2[C:18](=[CH:19][CH:20]=1)[N:17]([CH3:21])[N:16]=[CH:15]2)[C:6]1[CH:11]=[CH:10][CH:9]=[CH:8][CH:7]=1)[C:3]#[N:4].[H-].[Al+3].[Li+].[H-].[H-].[H-].C([O:31][CH2:32][CH3:33])C.[F:34][C:35]([F:42])([F:41])CS(Cl)(=O)=O. Product: [CH3:1][C:2]([CH3:22])([C@H:5]([C:12]1[CH:13]=[C:14]2[C:18](=[CH:19][CH:20]=1)[N:17]([CH3:21])[N:16]=[CH:15]2)[C:6]1[CH:7]=[CH:8][CH:9]=[CH:10][CH:11]=1)[CH2:3][NH:4][C:32](=[O:31])[CH2:33][C:35]([F:42])([F:41])[F:34]. The catalyst class is: 1.